This data is from Forward reaction prediction with 1.9M reactions from USPTO patents (1976-2016). The task is: Predict the product of the given reaction. (1) Given the reactants [NH2:1][CH:2]1[CH2:7][CH2:6][CH:5]([C:8]([OH:10])=[O:9])[CH2:4][CH2:3]1.O=S(Cl)Cl.[CH3:15][CH2:16]OCC, predict the reaction product. The product is: [CH2:15]([O:9][C:8]([CH:5]1[CH2:6][CH2:7][CH:2]([NH2:1])[CH2:3][CH2:4]1)=[O:10])[CH3:16]. (2) Given the reactants [CH3:1][C:2]1([CH3:21])[CH2:7][N:6]([C:8]2[CH:9]=[C:10]([NH2:20])[C:11]([N:14]3[CH2:19][CH2:18][O:17][CH2:16][CH2:15]3)=[N:12][CH:13]=2)[CH2:5][CH2:4][O:3]1.Cl[C:23]1[C:32]2[C:27](=[CH:28][CH:29]=[CH:30][C:31]=2[F:33])[N:26]=[C:25]([C:34]2[CH:39]=[CH:38][CH:37]=[CH:36][N:35]=2)[C:24]=1[CH3:40].Cl.O1CCOCC1.CN1C(=O)CCC1, predict the reaction product. The product is: [CH3:1][C:2]1([CH3:21])[O:3][CH2:4][CH2:5][N:6]([C:8]2[CH:9]=[C:10]([NH:20][C:23]3[C:32]4[C:27](=[CH:28][CH:29]=[CH:30][C:31]=4[F:33])[N:26]=[C:25]([C:34]4[CH:39]=[CH:38][CH:37]=[CH:36][N:35]=4)[C:24]=3[CH3:40])[C:11]([N:14]3[CH2:15][CH2:16][O:17][CH2:18][CH2:19]3)=[N:12][CH:13]=2)[CH2:7]1. (3) Given the reactants Cl.[F:2][C:3]([F:20])([F:19])[O:4][C:5]1[CH:10]=[CH:9][C:8]([C:11]2([CH2:17][NH2:18])[CH2:16][CH2:15][NH:14][CH2:13][CH2:12]2)=[CH:7][CH:6]=1.Cl[C:22]1[N:30]=[CH:29][N:28]=[C:27]2[C:23]=1[NH:24][C:25](=[O:31])[NH:26]2, predict the reaction product. The product is: [NH2:18][CH2:17][C:11]1([C:8]2[CH:9]=[CH:10][C:5]([O:4][C:3]([F:2])([F:19])[F:20])=[CH:6][CH:7]=2)[CH2:12][CH2:13][N:14]([C:22]2[N:30]=[CH:29][N:28]=[C:27]3[C:23]=2[NH:24][C:25](=[O:31])[NH:26]3)[CH2:15][CH2:16]1. (4) The product is: [NH2:1][C:2]1[N:7]=[C:6]([N:8]2[CH:17]([CH3:18])[CH2:16][C:15]3[C:10](=[CH:11][C:12]([C:19]4[CH:20]=[CH:21][C:22]([C:25]([NH:38][CH2:37][CH2:35][OH:36])=[O:27])=[N:23][CH:24]=4)=[CH:13][CH:14]=3)[CH2:9]2)[CH:5]=[C:4]([N:28]2[CH2:29][CH2:30][N:31]([CH3:34])[CH2:32][CH2:33]2)[N:3]=1. Given the reactants [NH2:1][C:2]1[N:7]=[C:6]([N:8]2[CH:17]([CH3:18])[CH2:16][C:15]3[C:10](=[CH:11][C:12]([C:19]4[CH:20]=[CH:21][C:22]([C:25]([OH:27])=O)=[N:23][CH:24]=4)=[CH:13][CH:14]=3)[CH2:9]2)[CH:5]=[C:4]([N:28]2[CH2:33][CH2:32][N:31]([CH3:34])[CH2:30][CH2:29]2)[N:3]=1.[CH2:35]([CH2:37][NH2:38])[OH:36], predict the reaction product. (5) Given the reactants C(O[CH:4]=[CH:5][C:6]([O:8][CH2:9][CH3:10])=[O:7])C.C1C(=O)N(Br)C(=O)C1.[NH2:19][C:20]([NH2:22])=[S:21].[NH4+].[OH-], predict the reaction product. The product is: [NH2:22][C:20]1[S:21][C:5]([C:6]([O:8][CH2:9][CH3:10])=[O:7])=[CH:4][N:19]=1.